Dataset: Full USPTO retrosynthesis dataset with 1.9M reactions from patents (1976-2016). Task: Predict the reactants needed to synthesize the given product. (1) Given the product [N:41]1[CH:46]=[CH:45][C:44]([CH2:23][O:25][C:26]([NH:1][C:2]2[CH:20]=[CH:19][C:5]([C:6]([N:8]3[C:14]4[CH:15]=[CH:16][CH:17]=[CH:18][C:13]=4[CH2:12][CH2:11][CH2:10][CH2:9]3)=[O:7])=[C:4]([Cl:21])[CH:3]=2)=[O:32])=[CH:43][CH:42]=1, predict the reactants needed to synthesize it. The reactants are: [NH2:1][C:2]1[CH:20]=[CH:19][C:5]([C:6]([N:8]2[C:14]3[CH:15]=[CH:16][CH:17]=[CH:18][C:13]=3[CH2:12][CH2:11][CH2:10][CH2:9]2)=[O:7])=[C:4]([Cl:21])[CH:3]=1.Cl[C:23](Cl)([O:25][C:26](=[O:32])OC(Cl)(Cl)Cl)Cl.C(N(CC)CC)C.[N:41]1[CH:46]=[CH:45][C:44](CO)=[CH:43][CH:42]=1. (2) Given the product [Cl:3][C:4]1[CH:5]=[C:6]([C:13]([CH3:20])([CH3:19])[C:14]([OH:16])=[O:15])[CH:7]=[CH:8][C:9]=1[N+:10]([O-:12])=[O:11], predict the reactants needed to synthesize it. The reactants are: [OH-].[K+].[Cl:3][C:4]1[CH:5]=[C:6]([C:13]([CH3:20])([CH3:19])[C:14]([O:16]CC)=[O:15])[CH:7]=[CH:8][C:9]=1[N+:10]([O-:12])=[O:11]. (3) Given the product [CH3:12][C:13]1[CH:21]=[CH:20][C:7]([C:5]([CH2:4][C:3]([O:9][CH2:10][CH3:11])=[O:8])=[O:6])=[CH:15][CH:14]=1, predict the reactants needed to synthesize it. The reactants are: [OH-].[Na+].[C:3]([O:9][CH2:10][CH3:11])(=[O:8])[CH2:4][C:5]([CH3:7])=[O:6].[CH3:12][C:13]1[CH:21]=[CH:20]C(C(Cl)=O)=[CH:15][CH:14]=1.